Dataset: NCI-60 drug combinations with 297,098 pairs across 59 cell lines. Task: Regression. Given two drug SMILES strings and cell line genomic features, predict the synergy score measuring deviation from expected non-interaction effect. (1) Drug 1: CC1C(C(CC(O1)OC2CC(CC3=C2C(=C4C(=C3O)C(=O)C5=C(C4=O)C(=CC=C5)OC)O)(C(=O)C)O)N)O.Cl. Drug 2: C(CN)CNCCSP(=O)(O)O. Cell line: DU-145. Synergy scores: CSS=14.5, Synergy_ZIP=-5.29, Synergy_Bliss=-4.23, Synergy_Loewe=-85.1, Synergy_HSA=-4.09. (2) Drug 1: CN(C)C1=NC(=NC(=N1)N(C)C)N(C)C. Drug 2: C#CCC(CC1=CN=C2C(=N1)C(=NC(=N2)N)N)C3=CC=C(C=C3)C(=O)NC(CCC(=O)O)C(=O)O. Cell line: SF-295. Synergy scores: CSS=-4.33, Synergy_ZIP=-1.95, Synergy_Bliss=-6.23, Synergy_Loewe=-4.34, Synergy_HSA=-4.67.